Predict the reactants needed to synthesize the given product. From a dataset of Full USPTO retrosynthesis dataset with 1.9M reactions from patents (1976-2016). Given the product [Cl:17][C:16]1[C:7]([C:26]2[N:22]([CH3:21])[N:23]=[CH:24][CH:25]=2)=[CH:8][CH:9]=[C:10]2[C:15]=1[C:14](=[O:18])[NH:13][CH2:12][CH2:11]2, predict the reactants needed to synthesize it. The reactants are: FC(F)(F)S(O[C:7]1[C:16]([Cl:17])=[C:15]2[C:10]([CH2:11][CH2:12][NH:13][C:14]2=[O:18])=[CH:9][CH:8]=1)(=O)=O.[CH3:21][N:22]1[C:26](B2OC(C)(C)C(C)(C)O2)=[CH:25][CH:24]=[N:23]1.C([O-])([O-])=O.[Na+].[Na+].